From a dataset of HIV replication inhibition screening data with 41,000+ compounds from the AIDS Antiviral Screen. Binary Classification. Given a drug SMILES string, predict its activity (active/inactive) in a high-throughput screening assay against a specified biological target. (1) The drug is Cc1ccc(NC(=O)C(=NN(C)C)C(C2OC(=O)c3ccccc32)[N+](=O)[O-])cc1. The result is 0 (inactive). (2) The molecule is O=C(C=Cc1ccc(O)c(O)c1)OC1CCCCC1OC(=O)C=Cc1ccc(O)c(O)c1. The result is 0 (inactive).